The task is: Predict the reactants needed to synthesize the given product.. This data is from Full USPTO retrosynthesis dataset with 1.9M reactions from patents (1976-2016). The reactants are: NC1C=[C:4]([C:9]([C:18]2[CH:23]=[CH:22][C:21]([CH3:24])=[C:20](N)C=2)([C:14](F)(F)F)[C:10](F)(F)F)[CH:5]=[CH:6][C:7]=1C.[CH:26]12[C:38](=O)[O:37][C:35](=[O:36])[CH:27]1[CH:28]1[C:33](=[O:34])[O:32][C:30](=O)[CH:29]12.C([O:43][C:44](=[O:46])[CH3:45])(=O)C.N1[CH:52]=[CH:51][CH:50]=[CH:49][CH:48]=1. Given the product [CH3:38][C@H:26]1[C@H:38]([O:37][C:35]([C:27]2[CH:52]=[CH:51][CH:50]=[CH:49][CH:48]=2)=[O:36])[C@@H:26]2[CH:20]=[C:21]([CH3:24])[C@H:22]([O:37][C:35]([CH3:27])=[O:36])[C@H:23]([O:34][C:33]([CH3:28])=[O:32])[C@@H:18]([O:46][C:44]([CH3:45])=[O:43])[C:9]([CH3:10])([CH3:14])[CH:4]=[CH:5][C@H:6]([CH3:7])[C@H:30]([O:32][C:33]([CH3:28])=[O:34])[C@@:29]2([O:43][C:44]([CH3:45])=[O:46])[CH2:29]1, predict the reactants needed to synthesize it.